From a dataset of Forward reaction prediction with 1.9M reactions from USPTO patents (1976-2016). Predict the product of the given reaction. (1) Given the reactants [H-].[Na+].[CH:3]1([S:6]([NH2:9])(=[O:8])=[O:7])[CH2:5][CH2:4]1.[CH:10]([C@@H:13]1[CH2:17][O:16][C:15](=[O:18])[N:14]1[C:19]1[CH:20]=[C:21]([CH:25]2[C:34]([CH3:36])([CH3:35])[CH2:33][C:32]3[C:27](=[CH:28][CH:29]=[C:30]([C:37](O)=[O:38])[CH:31]=3)[NH:26]2)[CH:22]=[CH:23][CH:24]=1)([CH3:12])[CH3:11].C(N1C=CN=C1)(N1C=CN=C1)=O, predict the reaction product. The product is: [CH:10]([C@@H:13]1[CH2:17][O:16][C:15](=[O:18])[N:14]1[C:19]1[CH:20]=[C:21]([CH:25]2[C:34]([CH3:36])([CH3:35])[CH2:33][C:32]3[C:27](=[CH:28][CH:29]=[C:30]([C:37]([NH:9][S:6]([CH:3]4[CH2:5][CH2:4]4)(=[O:8])=[O:7])=[O:38])[CH:31]=3)[NH:26]2)[CH:22]=[CH:23][CH:24]=1)([CH3:12])[CH3:11]. (2) Given the reactants [Cl:1][C:2]1[CH:3]=[C:4]([C@@H:8]([OH:34])[CH2:9][NH:10][CH2:11][CH2:12][C:13]2[CH:18]=[CH:17][C:16]([S:19]([C:22]3[CH:33]=[CH:32][C:25]([O:26][CH2:27][C:28]([O:30][CH3:31])=[O:29])=[CH:24][CH:23]=3)(=[O:21])=[O:20])=[CH:15][CH:14]=2)[CH:5]=[CH:6][CH:7]=1.Cl.[CH2:36](O)C, predict the reaction product. The product is: [ClH:1].[Cl:1][C:2]1[CH:3]=[C:4]([C@@H:8]([OH:34])[CH2:9][NH:10][CH2:11][CH2:12][C:13]2[CH:14]=[CH:15][C:16]([S:19]([C:22]3[CH:23]=[CH:24][C:25]([O:26][CH2:27][C:28]([O:30][CH2:31][CH3:36])=[O:29])=[CH:32][CH:33]=3)(=[O:20])=[O:21])=[CH:17][CH:18]=2)[CH:5]=[CH:6][CH:7]=1. (3) Given the reactants [C:1]([C@H:5]1[CH2:10][CH2:9][C@H:8]([NH:11][CH:12]([C:14]2[CH:24]=[CH:23][C:17]([C:18]([O:20][CH2:21][CH3:22])=[O:19])=[CH:16][CH:15]=2)[CH3:13])[CH2:7][CH2:6]1)([CH3:4])([CH3:3])[CH3:2].[CH3:25]CN(C(C)C)C(C)C.C(Cl)(Cl)=S.[CH3:38][NH:39][C:40]1[C:41]([NH2:46])=[CH:42][CH:43]=[CH:44][CH:45]=1.Cl, predict the reaction product. The product is: [C:1]([C@H:5]1[CH2:10][CH2:9][C@H:8]([N:11]([C:38]2[N:46]([CH3:25])[C:41]3[CH:42]=[CH:43][CH:44]=[CH:45][C:40]=3[N:39]=2)[CH:12]([C:14]2[CH:24]=[CH:23][C:17]([C:18]([O:20][CH2:21][CH3:22])=[O:19])=[CH:16][CH:15]=2)[CH3:13])[CH2:7][CH2:6]1)([CH3:2])([CH3:3])[CH3:4].